Dataset: Catalyst prediction with 721,799 reactions and 888 catalyst types from USPTO. Task: Predict which catalyst facilitates the given reaction. (1) Reactant: [S:1]1[CH2:4][CH:3]([OH:5])[CH2:2]1.CCN(CC)CC.[C:13]1([CH3:23])[CH:18]=[CH:17][C:16]([S:19](Cl)(=[O:21])=[O:20])=[CH:15][CH:14]=1.[N:24]1[CH:29]=[CH:28][CH:27]=[CH:26][CH:25]=1. Product: [N:24]1[CH:29]=[CH:28][CH:27]=[CH2+:26][CH:25]=1.[C:13]1([CH3:23])[CH:18]=[CH:17][C:16]([S:19]([OH:5])(=[O:21])=[O:20])=[CH:15][CH:14]=1.[S:1]1[CH2:4][CH2:3][CH2:2]1. The catalyst class is: 4. (2) Reactant: Cl[C:2]1[N:3]=[N:4][C:5]([CH3:24])=[C:6]([C:16]2[CH:21]=[CH:20][C:19]([S:22][CH3:23])=[CH:18][N:17]=2)[C:7]=1[C:8]1[C:13]([Cl:14])=[CH:12][C:11]([Cl:15])=[CH:10][N:9]=1.[CH3:25][O-:26].[Na+].CO. Product: [Cl:14][C:13]1[C:8]([C:7]2[C:6]([C:16]3[CH:21]=[CH:20][C:19]([S:22][CH3:23])=[CH:18][N:17]=3)=[C:5]([CH3:24])[N:4]=[N:3][C:2]=2[O:26][CH3:25])=[N:9][CH:10]=[C:11]([Cl:15])[CH:12]=1. The catalyst class is: 6. (3) Reactant: N1C2C(=CC=CC=2)C(=O)C1=O.Cl[C:13](Cl)(Cl)[CH:14]([OH:16])O.Cl.[NH2:20][OH:21].S([O-])([O-])(=O)=O.[Na+].[Na+].[CH3:29][C:30]1[C:36]([CH3:37])=[CH:35][CH:34]=[CH:33][C:31]=1[NH2:32]. Product: [CH3:29][C:30]1[C:36]([CH3:37])=[CH:35][CH:34]=[CH:33][C:31]=1[NH:32][C:14](=[O:16])[CH:13]=[N:20][OH:21]. The catalyst class is: 6.